This data is from Reaction yield outcomes from USPTO patents with 853,638 reactions. The task is: Predict the reaction yield, written as a fraction of the theoretical maximum amount of product (1.0 means a 100% yield; for example, 0.34 means a 34% yield). The reactants are [C:1]([O:5][C:6]([N:8]1[CH2:13][CH:12]=[C:11](OS(C(F)(F)F)(=O)=O)[CH2:10][CH2:9]1)=[O:7])([CH3:4])([CH3:3])[CH3:2].[Br-].[CH3:23][C:24]1[C:25]([Zn+])=[N:26][CH:27]=[CH:28][CH:29]=1. The catalyst is O1CCCC1.[Pd].C1(P(C2C=CC=CC=2)C2C=CC=CC=2)C=CC=CC=1.C1(P(C2C=CC=CC=2)C2C=CC=CC=2)C=CC=CC=1.C1(P(C2C=CC=CC=2)C2C=CC=CC=2)C=CC=CC=1.C1(P(C2C=CC=CC=2)C2C=CC=CC=2)C=CC=CC=1. The product is [CH3:23][C:24]1[C:25]([C:11]2[CH2:10][CH2:9][N:8]([C:6]([O:5][C:1]([CH3:4])([CH3:3])[CH3:2])=[O:7])[CH2:13][CH:12]=2)=[N:26][CH:27]=[CH:28][CH:29]=1. The yield is 0.820.